Dataset: Forward reaction prediction with 1.9M reactions from USPTO patents (1976-2016). Task: Predict the product of the given reaction. (1) Given the reactants [CH2:1]([O:3][C:4]([N:6]1[CH2:12][CH2:11][C:10]2[C:13]([Br:17])=[C:14](Br)[S:15][C:9]=2[CH2:8][CH2:7]1)=[O:5])[CH3:2], predict the reaction product. The product is: [CH2:1]([O:3][C:4]([N:6]1[CH2:12][CH2:11][C:10]2[C:13]([Br:17])=[CH:14][S:15][C:9]=2[CH2:8][CH2:7]1)=[O:5])[CH3:2]. (2) Given the reactants Br[CH2:2][C:3]1[NH:8][C:7]([C:9]2[S:10][CH:11]=[N:12][N:13]=2)=[N:6][CH:5]([C:14]2[CH:19]=[CH:18][C:17]([F:20])=[CH:16][C:15]=2[Cl:21])[C:4]=1[C:22]([O:24][CH2:25][CH3:26])=[O:23].[NH:27]1[CH2:32][CH2:31][O:30][CH2:29][CH:28]1[C:33]([OH:35])=[O:34], predict the reaction product. The product is: [Cl:21][C:15]1[CH:16]=[C:17]([F:20])[CH:18]=[CH:19][C:14]=1[CH:5]1[N:6]=[C:7]([C:9]2[S:10][CH:11]=[N:12][N:13]=2)[NH:8][C:3]([CH2:2][N:27]2[CH2:32][CH2:31][O:30][CH2:29][CH:28]2[C:33]([OH:35])=[O:34])=[C:4]1[C:22]([O:24][CH2:25][CH3:26])=[O:23]. (3) The product is: [CH3:20][C:18]1[CH:17]=[CH:16][C:15]([OH:21])=[C:14]([NH:13][C:2]2[C:3]3[C:8](=[N:7][C:6]([CH3:12])=[CH:5][CH:4]=3)[N:9]=[CH:10][CH:11]=2)[CH:19]=1. Given the reactants Cl[C:2]1[CH:11]=[CH:10][N:9]=[C:8]2[C:3]=1[CH:4]=[CH:5][C:6]([CH3:12])=[N:7]2.[NH2:13][C:14]1[CH:19]=[C:18]([CH3:20])[CH:17]=[CH:16][C:15]=1[OH:21], predict the reaction product. (4) Given the reactants Br[C:2]1[C:10]2[C:5](=[N:6][CH:7]=[N:8][C:9]=2[NH:11][C:12]2[CH:13]=[C:14]3[C:18](=[CH:19][C:20]=2[O:21][CH3:22])[NH:17][N:16]=[CH:15]3)[NH:4][N:3]=1.[F:23][C:24]1[CH:29]=[CH:28][C:27](B(O)O)=[CH:26][CH:25]=1, predict the reaction product. The product is: [F:23][C:24]1[CH:29]=[CH:28][C:27]([C:2]2[C:10]3[C:5](=[N:6][CH:7]=[N:8][C:9]=3[NH:11][C:12]3[CH:13]=[C:14]4[C:18](=[CH:19][C:20]=3[O:21][CH3:22])[NH:17][N:16]=[CH:15]4)[NH:4][N:3]=2)=[CH:26][CH:25]=1. (5) Given the reactants [O:1]1[CH2:5][CH2:4][CH2:3][CH2:2]1.C([Mg]Cl)CCC.CCCCCC.C([Li])CCC.Br[C:24]1[CH:29]=[CH:28][C:27]([CH:30]=C(C)C)=[CH:26][N:25]=1.[Cl-].[NH4+], predict the reaction product. The product is: [CH3:26][C:27]([CH3:30])=[CH:28][C:29]1[CH:5]=[CH:4][C:3]([CH:2]=[O:1])=[N:25][CH:24]=1. (6) Given the reactants [Cl-].[NH4+].[F:3][C:4]1[CH:9]=[CH:8][C:7]([N+:10]([O-])=O)=[CH:6][C:5]=1[C@:13]12[CH2:22][C@@H:21]([O:23][CH3:24])[CH2:20][CH2:19][C@H:18]1[CH2:17][S:16][C:15]([NH:25][C:26](=[O:32])[O:27][C:28]([CH3:31])([CH3:30])[CH3:29])=[N:14]2, predict the reaction product. The product is: [NH2:10][C:7]1[CH:8]=[CH:9][C:4]([F:3])=[C:5]([C@:13]23[CH2:22][C@@H:21]([O:23][CH3:24])[CH2:20][CH2:19][C@H:18]2[CH2:17][S:16][C:15]([NH:25][C:26](=[O:32])[O:27][C:28]([CH3:29])([CH3:30])[CH3:31])=[N:14]3)[CH:6]=1. (7) Given the reactants [Cl:1][C:2]1[CH:8]=[C:7]([N+:9]([O-:11])=[O:10])[CH:6]=[CH:5][C:3]=1[NH2:4].C(O)(=O)CC.N(OS(=O)(=O)O)=O.[CH:24]([O:26][C:27](=[O:40])[CH2:28][CH2:29][CH2:30][N:31]([CH2:38][CH3:39])[C:32]1[CH:37]=[CH:36][CH:35]=[CH:34][CH:33]=1)=[CH2:25].S(=O)(=O)(O)[NH2:42], predict the reaction product. The product is: [CH:24]([O:26][C:27](=[O:40])[CH2:28][CH2:29][CH2:30][N:31]([C:32]1[CH:37]=[CH:36][C:35]([N:42]=[N:4][C:3]2[CH:5]=[CH:6][C:7]([N+:9]([O-:11])=[O:10])=[CH:8][C:2]=2[Cl:1])=[CH:34][CH:33]=1)[CH2:38][CH3:39])=[CH2:25]. (8) Given the reactants CC1(C)C(C)(C)OB(/[CH:9]=[CH:10]/[C:11]2[CH:12]=[C:13]([CH2:17][CH2:18][N:19]3[CH2:24][CH2:23][O:22][CH2:21][CH2:20]3)[CH:14]=[CH:15][CH:16]=2)O1.C(OC([N:33]1[C:49](=[O:50])[C:48]2[C:38]3[CH:39]=[CH:40][C:41]4[CH:42]=[N:43][C:44](Cl)=[CH:45][C:46]=4[C:37]=3[N:36](C(OC(C)(C)C)=O)[C:35]=2[CH2:34]1)=O)(C)(C)C.C([O-])([O-])=O.[Na+].[Na+], predict the reaction product. The product is: [N:19]1([CH2:18][CH2:17][C:13]2[CH:12]=[C:11](/[CH:10]=[CH:9]/[C:44]3[N:43]=[CH:42][C:41]4[CH:40]=[CH:39][C:38]5[C:48]6[C:49](=[O:50])[NH:33][CH2:34][C:35]=6[NH:36][C:37]=5[C:46]=4[CH:45]=3)[CH:16]=[CH:15][CH:14]=2)[CH2:20][CH2:21][O:22][CH2:23][CH2:24]1. (9) Given the reactants [CH2:1]([O:3][C:4]([C:6]1[C:10]([CH3:11])=[CH:9][NH:8][C:7]=1[CH2:12][C:13](=O)[NH:14][CH2:15][CH2:16][N:17]1[CH2:22][CH2:21][O:20][CH2:19][CH2:18]1)=[O:5])[CH3:2].O.Cl.[OH-].[Na+], predict the reaction product. The product is: [CH2:1]([O:3][C:4]([C:6]1[C:10]([CH3:11])=[CH:9][NH:8][C:7]=1[CH2:12][CH2:13][NH:14][CH2:15][CH2:16][N:17]1[CH2:22][CH2:21][O:20][CH2:19][CH2:18]1)=[O:5])[CH3:2].